From a dataset of Full USPTO retrosynthesis dataset with 1.9M reactions from patents (1976-2016). Predict the reactants needed to synthesize the given product. (1) Given the product [NH2:21][C:18]1[S:19][CH:20]=[C:16]([CH2:15][O:12][C:4]2[CH:3]=[C:2]([F:1])[CH:11]=[CH:10][C:5]=2[C:6]([O:8][CH3:9])=[O:7])[N:17]=1, predict the reactants needed to synthesize it. The reactants are: [F:1][C:2]1[CH:11]=[CH:10][C:5]([C:6]([O:8][CH3:9])=[O:7])=[C:4]([OH:12])[CH:3]=1.Cl.Cl[CH2:15][C:16]1[N:17]=[C:18]([NH2:21])[S:19][CH:20]=1.C([O-])([O-])=O.[Cs+].[Cs+].O. (2) Given the product [CH3:30][O:29][C:27]1[CH:26]=[C:22]([C:23]([C:2]2[CH:12]=[CH:11][C:5]3[N:6]([CH3:10])[CH2:7][CH2:8][O:9][C:4]=3[CH:3]=2)=[O:24])[CH:21]=[C:20]([O:19][CH3:18])[CH:28]=1, predict the reactants needed to synthesize it. The reactants are: Br[C:2]1[CH:12]=[CH:11][C:5]2[N:6]([CH3:10])[CH2:7][CH2:8][O:9][C:4]=2[CH:3]=1.C([Li])CCC.[CH3:18][O:19][C:20]1[CH:21]=[C:22]([CH:26]=[C:27]([O:29][CH3:30])[CH:28]=1)[C:23](Cl)=[O:24]. (3) Given the product [NH:50]1[C:58]2[C:53](=[CH:54][CH:55]=[C:56]([C:59]3[CH:60]=[C:61]([NH:65][C:23]([C:18]4[C:19](=[O:22])[O:20][C:21]5[C:16]([CH:17]=4)=[CH:15][CH:14]=[CH:13][C:12]=5[O:11][CH3:10])=[O:25])[CH:62]=[CH:63][CH:64]=3)[CH:57]=2)[CH:52]=[CH:51]1, predict the reactants needed to synthesize it. The reactants are: CCN(C(C)C)C(C)C.[CH3:10][O:11][C:12]1[CH:13]=[CH:14][CH:15]=[C:16]2[C:21]=1[O:20][C:19](=[O:22])[C:18]([C:23]([OH:25])=O)=[CH:17]2.CN(C(ON1N=NC2C=CC=NC1=2)=[N+](C)C)C.F[P-](F)(F)(F)(F)F.[NH:50]1[C:58]2[C:53](=[CH:54][CH:55]=[C:56]([C:59]3[CH:60]=[C:61]([NH2:65])[CH:62]=[CH:63][CH:64]=3)[CH:57]=2)[CH:52]=[CH:51]1. (4) Given the product [OH:50][CH:48]1[C:45]2([CH2:47][CH2:46]2)[CH2:44][N:43]([CH2:42][CH2:41][CH2:40][O:19][C:15]2[CH:14]=[C:13]3[C:18]([C:9]([O:8][C:7]4[CH:6]=[CH:5][C:4]([N:20]([C:29]5[CH:30]=[CH:31][CH:32]=[CH:33][CH:34]=5)[C:21]([C:23]5([C:26]([NH2:28])=[O:27])[CH2:25][CH2:24]5)=[O:22])=[CH:3][C:2]=4[F:1])=[CH:10][CH:11]=[N:12]3)=[CH:17][CH:16]=2)[CH2:49]1, predict the reactants needed to synthesize it. The reactants are: [F:1][C:2]1[CH:3]=[C:4]([N:20]([C:29]2[CH:34]=[CH:33][CH:32]=[CH:31][CH:30]=2)[C:21]([C:23]2([C:26]([NH2:28])=[O:27])[CH2:25][CH2:24]2)=[O:22])[CH:5]=[CH:6][C:7]=1[O:8][C:9]1[C:18]2[C:13](=[CH:14][C:15]([OH:19])=[CH:16][CH:17]=2)[N:12]=[CH:11][CH:10]=1.CS(O[CH2:40][CH2:41][CH2:42][N:43]1[CH2:49][CH:48]([OH:50])[C:45]2([CH2:47][CH2:46]2)[CH2:44]1)(=O)=O.C([O-])([O-])=O.[Cs+].[Cs+]. (5) The reactants are: [F:1][C:2]1[CH:7]=[CH:6][C:5]([N:8]2[C:12](=[O:13])[NH:11][N:10]=[N:9]2)=[C:4]([O:14][CH:15]([CH3:17])[CH3:16])[CH:3]=1.[C:18]([O-])([O-])=O.[K+].[K+].IC. Given the product [F:1][C:2]1[CH:7]=[CH:6][C:5]([N:8]2[C:12](=[O:13])[N:11]([CH3:18])[N:10]=[N:9]2)=[C:4]([O:14][CH:15]([CH3:17])[CH3:16])[CH:3]=1, predict the reactants needed to synthesize it. (6) The reactants are: [CH3:1][NH:2][C@H:3]([C:13]([NH:15][C@H:16]([C:21]([N:23]([C@@H:25]([CH:32]([CH3:34])[CH3:33])/[CH:26]=[C:27](/[C:29]([OH:31])=[O:30])\[CH3:28])[CH3:24])=[O:22])[C:17]([CH3:20])([CH3:19])[CH3:18])=[O:14])[C:4]([CH3:12])([CH3:11])[C:5]1[CH:10]=[CH:9][CH:8]=[CH:7][CH:6]=1.[S:35]1[CH:39]=[CH:38][CH:37]=[C:36]1[CH2:40]O. Given the product [CH3:1][NH:2][C@H:3]([C:13]([NH:15][C@H:16]([C:21]([N:23]([C@@H:25]([CH:32]([CH3:34])[CH3:33])/[CH:26]=[C:27](\[CH3:28])/[C:29](=[O:31])[O:30][CH2:40][C:36]1[S:35][CH:39]=[CH:38][CH:37]=1)[CH3:24])=[O:22])[C:17]([CH3:20])([CH3:19])[CH3:18])=[O:14])[C:4]([CH3:11])([CH3:12])[C:5]1[CH:10]=[CH:9][CH:8]=[CH:7][CH:6]=1, predict the reactants needed to synthesize it.